Predict hERG channel inhibition at various concentrations. From a dataset of hERG Central: cardiac toxicity at 1µM, 10µM, and general inhibition. (1) The molecule is Cl.c1ccc2c(NCC3CCCO3)nc(N3CCCCC3)nc2c1. Results: hERG_inhib (hERG inhibition (general)): blocker. (2) The compound is O=[N+]([O-])c1cc(/C=N/O)ccc1Oc1cccc(Cl)c1. Results: hERG_inhib (hERG inhibition (general)): blocker. (3) The molecule is CCOC(=O)C1(CCCc2ccccc2)CCN(C(=O)CCn2cncn2)CC1. Results: hERG_inhib (hERG inhibition (general)): blocker. (4) The drug is Cc1occc1-c1nnc(SCC(=O)N2CCN(c3ccc(F)cc3)CC2)n1C. Results: hERG_inhib (hERG inhibition (general)): blocker. (5) The molecule is Cc1sc2ncnc(N3CCC(C(=O)N(C)CC(=O)Nc4ccccc4Br)CC3)c2c1C. Results: hERG_inhib (hERG inhibition (general)): blocker. (6) The drug is C[C@H]1CCC[C@H](O)CCCCCc2cc(O)cc(O)c2C(=O)O1. Results: hERG_inhib (hERG inhibition (general)): blocker. (7) The molecule is COc1ccccc1C(=O)Nc1ccnn1C1CCN(Cc2csc(C(C)=O)c2)CC1. Results: hERG_inhib (hERG inhibition (general)): blocker. (8) Results: hERG_inhib (hERG inhibition (general)): blocker. The molecule is Cc1ccc(Nc2nc(N)nc(CN3CCN(c4ccccc4F)CC3)n2)cc1. (9) The molecule is CCN(CC)CCCNC(=O)CSc1nc2c(c(C(F)(F)F)n1)CCc1ccccc1-2. Results: hERG_inhib (hERG inhibition (general)): blocker.